Dataset: Reaction yield outcomes from USPTO patents with 853,638 reactions. Task: Predict the reaction yield, written as a fraction of the theoretical maximum amount of product (1.0 means a 100% yield; for example, 0.34 means a 34% yield). (1) The reactants are [F:1][C:2]1[CH:3]=[C:4]([CH:14]=[CH:15][CH:16]=1)[O:5][CH2:6][C:7]1[CH:12]=[CH:11][C:10]([NH2:13])=[CH:9][CH:8]=1.C(N(CC)CC)C.C[CH:25]([C:29](Cl)=[O:30])[C:26](Cl)=[O:27].C(O)(=O)C[C:34](CC(O)=O)(C(O)=O)[OH:35]. The catalyst is ClCCl.O. The product is [CH3:34][O:35][C:29](=[O:30])[CH2:25][C:26]([NH:13][C:10]1[CH:9]=[CH:8][C:7]([CH2:6][O:5][C:4]2[CH:14]=[CH:15][CH:16]=[C:2]([F:1])[CH:3]=2)=[CH:12][CH:11]=1)=[O:27]. The yield is 0.320. (2) The reactants are [Br:1][C:2]1[C:7]([C:8]([F:11])([F:10])[F:9])=[C:6](Cl)[CH:5]=[CH:4][N:3]=1.[OH-:13].[Na+].[CH3:15]O. No catalyst specified. The product is [Br:1][C:2]1[C:7]([C:8]([F:11])([F:10])[F:9])=[C:6]([O:13][CH3:15])[CH:5]=[CH:4][N:3]=1. The yield is 0.840. (3) The reactants are [N:1]([CH2:4][CH2:5][O:6][C@@H:7]([C:21]1[CH:26]=[CH:25][CH:24]=[C:23]([F:27])[C:22]=1[C:28]1[CH:33]=[CH:32][CH:31]=[C:30]([CH3:34])[CH:29]=1)[C@@H:8]1[O:13][CH2:12][CH2:11][N:10]([C:14]([O:16][C:17]([CH3:20])([CH3:19])[CH3:18])=[O:15])[CH2:9]1)=[N+]=[N-].[H][H]. The catalyst is CCOC(C)=O.[Pd]. The product is [NH2:1][CH2:4][CH2:5][O:6][C@@H:7]([C:21]1[CH:26]=[CH:25][CH:24]=[C:23]([F:27])[C:22]=1[C:28]1[CH:33]=[CH:32][CH:31]=[C:30]([CH3:34])[CH:29]=1)[C@@H:8]1[O:13][CH2:12][CH2:11][N:10]([C:14]([O:16][C:17]([CH3:20])([CH3:19])[CH3:18])=[O:15])[CH2:9]1. The yield is 1.00. (4) The reactants are Br.[NH2:2][C:3]1[C:11]([OH:12])=[C:10]2[C:6]([CH2:7][CH2:8][C:9]2=[O:13])=[CH:5][CH:4]=1.C(N(CC)CC)C.[C:21](OC(=O)C)(=[O:23])[CH3:22].C(=O)([O-])O.[Na+]. The catalyst is O1CCCC1. The product is [OH:12][C:11]1[C:3]([NH:2][C:21](=[O:23])[CH3:22])=[CH:4][CH:5]=[C:6]2[C:10]=1[C:9](=[O:13])[CH2:8][CH2:7]2. The yield is 0.710.